From a dataset of Catalyst prediction with 721,799 reactions and 888 catalyst types from USPTO. Predict which catalyst facilitates the given reaction. Reactant: Cl.[F:2][C:3]([F:39])([F:38])[C:4]1[CH:5]=[C:6]([C@H:14]([O:16][C@H:17]2[CH2:22][CH2:21][N:20]([C:23]([C@H:25]3[CH2:30][CH2:29][C@H:28]([NH2:31])[CH2:27][CH2:26]3)=[O:24])[CH2:19][C@H:18]2[C:32]2[CH:37]=[CH:36][CH:35]=[CH:34][CH:33]=2)[CH3:15])[CH:7]=[C:8]([C:10]([F:13])([F:12])[F:11])[CH:9]=1.CCN(CC)CC.[C:47](Cl)(=[O:49])[CH3:48].O. Product: [F:39][C:3]([F:2])([F:38])[C:4]1[CH:5]=[C:6]([C@H:14]([O:16][C@H:17]2[CH2:22][CH2:21][N:20]([C:23]([C@H:25]3[CH2:26][CH2:27][C@H:28]([NH:31][C:47](=[O:49])[CH3:48])[CH2:29][CH2:30]3)=[O:24])[CH2:19][C@H:18]2[C:32]2[CH:33]=[CH:34][CH:35]=[CH:36][CH:37]=2)[CH3:15])[CH:7]=[C:8]([C:10]([F:12])([F:11])[F:13])[CH:9]=1. The catalyst class is: 3.